Dataset: Reaction yield outcomes from USPTO patents with 853,638 reactions. Task: Predict the reaction yield, written as a fraction of the theoretical maximum amount of product (1.0 means a 100% yield; for example, 0.34 means a 34% yield). (1) The reactants are [C:1]([O:5][P:6]([O:13][C:14]1[CH:19]=[CH:18][C:17]([CH2:20][C:21]([O:23]C)=[O:22])=[CH:16][CH:15]=1)([O:8][C:9]([CH3:12])([CH3:11])[CH3:10])=[O:7])([CH3:4])([CH3:3])[CH3:2].[OH-].[Li+]. The catalyst is C1COCC1.O. The product is [C:9]([O:8][P:6]([O:13][C:14]1[CH:19]=[CH:18][C:17]([CH2:20][C:21]([OH:23])=[O:22])=[CH:16][CH:15]=1)([O:5][C:1]([CH3:4])([CH3:3])[CH3:2])=[O:7])([CH3:10])([CH3:11])[CH3:12]. The yield is 0.760. (2) The reactants are [CH2:1]([C:3]1[C:4]([F:14])=[CH:5][N:6]=[C:7]2[C:12]=1[NH:11][C:10](=[O:13])[CH:9]=[CH:8]2)[CH3:2].[H-].[Na+].[CH2:17](I)[CH:18]=[CH2:19].O. The yield is 0.980. The product is [CH2:1]([C:3]1[C:4]([F:14])=[CH:5][N:6]=[C:7]2[C:12]=1[N:11]=[C:10]([O:13][CH2:19][CH:18]=[CH2:17])[CH:9]=[CH:8]2)[CH3:2]. The catalyst is CN(C=O)C.